This data is from Full USPTO retrosynthesis dataset with 1.9M reactions from patents (1976-2016). The task is: Predict the reactants needed to synthesize the given product. (1) Given the product [F:1][C:2]1[CH:7]=[C:6]([F:8])[CH:5]=[CH:4][C:3]=1[O:9][CH:30]1[CH2:35][CH2:34][N:33]([C:36]([O:38][C:39]([CH3:42])([CH3:41])[CH3:40])=[O:37])[CH2:32][CH2:31]1, predict the reactants needed to synthesize it. The reactants are: [F:1][C:2]1[CH:7]=[C:6]([F:8])[CH:5]=[CH:4][C:3]=1[OH:9].C1C=CC(P(C2C=CC=CC=2)C2C=CC=CC=2)=CC=1.O[CH:30]1[CH2:35][CH2:34][N:33]([C:36]([O:38][C:39]([CH3:42])([CH3:41])[CH3:40])=[O:37])[CH2:32][CH2:31]1.CCOC(/N=N/C(OCC)=O)=O. (2) Given the product [C:25]([O:29][C:30](=[O:39])[NH:31][CH:32]1[CH2:33][CH2:34][CH:35]([NH:38][C:21]2[N:20]=[CH:19][N:18]=[C:17]3[N:13]([C:5]4[CH:4]=[C:3]([C:2]([F:24])([F:23])[F:1])[CH:8]=[C:7]([C:9]([F:12])([F:11])[F:10])[CH:6]=4)[N:14]=[CH:15][C:16]=23)[CH2:36][CH2:37]1)([CH3:28])([CH3:26])[CH3:27], predict the reactants needed to synthesize it. The reactants are: [F:1][C:2]([F:24])([F:23])[C:3]1[CH:4]=[C:5]([N:13]2[C:17]3=[N:18][CH:19]=[N:20][C:21](Cl)=[C:16]3[CH:15]=[N:14]2)[CH:6]=[C:7]([C:9]([F:12])([F:11])[F:10])[CH:8]=1.[C:25]([O:29][C:30](=[O:39])[NH:31][CH:32]1[CH2:37][CH2:36][CH:35]([NH2:38])[CH2:34][CH2:33]1)([CH3:28])([CH3:27])[CH3:26].C(N(C(C)C)CC)(C)C.